Predict the product of the given reaction. From a dataset of Forward reaction prediction with 1.9M reactions from USPTO patents (1976-2016). (1) Given the reactants [CH3:1][O:2][C:3]1[CH:8]=[CH:7][C:6](B(O)O)=[C:5]([C:12]([F:15])([F:14])[F:13])[CH:4]=1.Br[C:17]1[CH:40]=[CH:39][C:20]([CH2:21][N:22]2[CH:27]=[C:26]3[N:28]=[C:29]([C:31]4[CH:36]=[CH:35][CH:34]=[C:33]([F:37])[C:32]=4[F:38])[N:30]=[C:25]3[CH:24]=[N:23]2)=[CH:19][CH:18]=1, predict the reaction product. The product is: [F:38][C:32]1[C:33]([F:37])=[CH:34][CH:35]=[CH:36][C:31]=1[C:29]1[N:30]=[C:25]2[CH:24]=[N:23][N:22]([CH2:21][C:20]3[CH:19]=[CH:18][C:17]([C:6]4[CH:7]=[CH:8][C:3]([O:2][CH3:1])=[CH:4][C:5]=4[C:12]([F:15])([F:14])[F:13])=[CH:40][CH:39]=3)[CH:27]=[C:26]2[N:28]=1. (2) Given the reactants Cl[C:2]1[CH:7]=[CH:6][N:5]=[C:4]2[CH:8]=[C:9]([C:11]3[N:12]=[CH:13][N:14]([CH2:16][CH2:17][CH3:18])[CH:15]=3)[S:10][C:3]=12.[F:19][C:20]1[CH:25]=[C:24]([N+:26]([O-:28])=[O:27])[CH:23]=[CH:22][C:21]=1[OH:29].C(=O)([O-])[O-].[K+].[K+].CO.C(Cl)Cl, predict the reaction product. The product is: [F:19][C:20]1[CH:25]=[C:24]([N+:26]([O-:28])=[O:27])[CH:23]=[CH:22][C:21]=1[O:29][C:2]1[CH:7]=[CH:6][N:5]=[C:4]2[CH:8]=[C:9]([C:11]3[N:12]=[CH:13][N:14]([CH2:16][CH2:17][CH3:18])[CH:15]=3)[S:10][C:3]=12. (3) Given the reactants O[C@H:2]([CH2:16][CH2:17][CH2:18][C:19]1[CH:24]=[CH:23][C:22]([O:25][CH3:26])=[CH:21][CH:20]=1)[C:3]([O:5][CH2:6][C:7]1[CH:12]=[CH:11][C:10]([N+:13]([O-:15])=[O:14])=[CH:9][CH:8]=1)=[O:4].FC(F)(F)C(OC(=O)C(F)(F)F)=O.[Cl-].[NH4+].[Br:42][C:43]1[CH:44]=[C:45]([CH:51]=[CH:52][C:53]=1[SH:54])[C:46]([O:48][CH2:49][CH3:50])=[O:47].N1C=CC=CC=1, predict the reaction product. The product is: [Br:42][C:43]1[CH:44]=[C:45]([CH:51]=[CH:52][C:53]=1[S:54][C@H:2]([C:3]([O:5][CH2:6][C:7]1[CH:12]=[CH:11][C:10]([N+:13]([O-:15])=[O:14])=[CH:9][CH:8]=1)=[O:4])[CH2:16][CH2:17][CH2:18][C:19]1[CH:24]=[CH:23][C:22]([O:25][CH3:26])=[CH:21][CH:20]=1)[C:46]([O:48][CH2:49][CH3:50])=[O:47]. (4) Given the reactants N.[CH2:2]([O:4][C:5]1[CH:6]=[C:7]([NH:11][C:12]2[O:16][C:15]([C:17]([NH:19][C:20]3[CH:25]=[CH:24][C:23]([C@H:26]4[CH2:31][CH2:30][C@H:29]([CH2:32][C:33]([OH:35])=O)[CH2:28][CH2:27]4)=[CH:22][CH:21]=3)=[O:18])=[N:14][N:13]=2)[CH:8]=[CH:9][CH:10]=1)[CH3:3].CC[N:38]=C=NCCCN(C)C.C1C=CC2N(O)N=NC=2C=1, predict the reaction product. The product is: [NH2:38][C:33](=[O:35])[CH2:32][C@H:29]1[CH2:28][CH2:27][C@H:26]([C:23]2[CH:24]=[CH:25][C:20]([NH:19][C:17]([C:15]3[O:16][C:12]([NH:11][C:7]4[CH:8]=[CH:9][CH:10]=[C:5]([O:4][CH2:2][CH3:3])[CH:6]=4)=[N:13][N:14]=3)=[O:18])=[CH:21][CH:22]=2)[CH2:31][CH2:30]1. (5) Given the reactants Cl[C:2]1[CH:7]=[C:6]([N:8]2[CH2:13][CH2:12][O:11][CH:10]([C:14]3[NH:15][CH:16]=[C:17]([C:19]4[CH:24]=[CH:23][CH:22]=[C:21]([Cl:25])[CH:20]=4)[N:18]=3)[CH2:9]2)[N:5]=[C:4]([NH2:26])[N:3]=1.[F:27][C:28]1[CH:35]=[C:34](B2OC(C)(C)C(C)(C)O2)[CH:33]=[CH:32][C:29]=1[C:30]#[N:31].C([O-])([O-])=O.[Na+].[Na+], predict the reaction product. The product is: [NH2:26][C:4]1[N:3]=[C:2]([C:34]2[CH:33]=[CH:32][C:29]([C:30]#[N:31])=[C:28]([F:27])[CH:35]=2)[CH:7]=[C:6]([N:8]2[CH2:13][CH2:12][O:11][CH:10]([C:14]3[NH:15][CH:16]=[C:17]([C:19]4[CH:24]=[CH:23][CH:22]=[C:21]([Cl:25])[CH:20]=4)[N:18]=3)[CH2:9]2)[N:5]=1. (6) The product is: [C:9]([C:8]([CH3:11])([CH3:12])[C:5]1[CH:6]=[CH:7][C:2]([NH:1][C:19](=[O:20])[C:18]2[CH:22]=[CH:23][C:24]([O:25][CH3:26])=[C:16]([O:15][CH3:14])[CH:17]=2)=[CH:3][C:4]=1[F:13])#[N:10]. Given the reactants [NH2:1][C:2]1[CH:7]=[CH:6][C:5]([C:8]([CH3:12])([CH3:11])[C:9]#[N:10])=[C:4]([F:13])[CH:3]=1.[CH3:14][O:15][C:16]1[CH:17]=[C:18]([CH:22]=[CH:23][C:24]=1[O:25][CH3:26])[C:19](Cl)=[O:20].C(N(CC)CC)C, predict the reaction product. (7) Given the reactants [N+:1]([C:4]1[CH:9]=[CH:8][C:7]([C:10]2[C:14]3=[N:15][CH:16]=[CH:17][CH:18]=[C:13]3[NH:12][C:11]=2[C:19]([NH2:21])=[O:20])=[CH:6][CH:5]=1)([O-])=O.[H][H], predict the reaction product. The product is: [NH2:1][C:4]1[CH:5]=[CH:6][C:7]([C:10]2[C:14]3=[N:15][CH:16]=[CH:17][CH:18]=[C:13]3[NH:12][C:11]=2[C:19]([NH2:21])=[O:20])=[CH:8][CH:9]=1. (8) Given the reactants [CH3:1][NH:2][C:3]1[CH:8]=[CH:7][C:6]([N+:9]([O-:11])=[O:10])=[CH:5][CH:4]=1.[H-].[Na+].Cl.Cl[CH2:16][C:17]1[CH:22]=[CH:21][N:20]=[CH:19][CH:18]=1.O, predict the reaction product. The product is: [CH3:1][N:2]([C:3]1[CH:4]=[CH:5][C:6]([N+:9]([O-:11])=[O:10])=[CH:7][CH:8]=1)[CH2:16][C:17]1[CH:22]=[CH:21][N:20]=[CH:19][CH:18]=1. (9) Given the reactants I[C:2]1[CH:7]=[CH:6][N:5]=[CH:4][C:3]=1[N:8]([CH3:25])[C:9](=[O:24])[C:10]1[CH:15]=[C:14]([C:16]([F:19])([F:18])[F:17])[CH:13]=[C:12]([C:20]([F:23])([F:22])[F:21])[CH:11]=1.[CH:26]1([CH2:29][O:30][C:31]2[C:36](B3OC(C)(C)C(C)(C)O3)=[CH:35][CH:34]=[CH:33][N:32]=2)[CH2:28][CH2:27]1, predict the reaction product. The product is: [CH:26]1([CH2:29][O:30][C:31]2[C:36]([C:2]3[CH:7]=[CH:6][N:5]=[CH:4][C:3]=3[N:8]([CH3:25])[C:9](=[O:24])[C:10]3[CH:15]=[C:14]([C:16]([F:19])([F:18])[F:17])[CH:13]=[C:12]([C:20]([F:23])([F:22])[F:21])[CH:11]=3)=[CH:35][CH:34]=[CH:33][N:32]=2)[CH2:27][CH2:28]1.